Dataset: Forward reaction prediction with 1.9M reactions from USPTO patents (1976-2016). Task: Predict the product of the given reaction. (1) Given the reactants [F:1][C:2]1[CH:3]=[C:4]([CH:6]=[CH:7][C:8]=1[F:9])[NH2:5].Cl.[N:11]([O-])=O.[Na+].CC([O-])=O.[Na+].[CH2:20]([O:22][C:23](=[O:27])[CH2:24][N+:25]#[C-:26])[CH3:21], predict the reaction product. The product is: [F:1][C:2]1[CH:3]=[C:4]([N:5]2[CH:26]=[N:25][C:24]([C:23]([O:22][CH2:20][CH3:21])=[O:27])=[N:11]2)[CH:6]=[CH:7][C:8]=1[F:9]. (2) Given the reactants C(O)(C(F)(F)F)=O.P(Cl)(Cl)(Cl)=O.C(O[CH:16](OCC)[C@@H:17]([C:25]([O:27][CH2:28][CH3:29])=[O:26])[N:18]=[CH:19][C:20]1[NH:21][CH:22]=[CH:23][CH:24]=1)C.C([O-])(O)=O.[Na+], predict the reaction product. The product is: [CH:19]1[C:20]2[N:21]([CH:22]=[CH:23][CH:24]=2)[CH:16]=[C:17]([C:25]([O:27][CH2:28][CH3:29])=[O:26])[N:18]=1. (3) The product is: [NH2:31][C:2]1[CH:3]=[CH:4][C:5]([F:26])=[C:6]([C@:8]23[CH2:16][O:15][CH2:14][C@H:13]2[CH2:12][S:11][C:10]([NH:17][C:18](=[O:25])[C:19]2[CH:24]=[CH:23][CH:22]=[CH:21][CH:20]=2)=[N:9]3)[CH:7]=1. Given the reactants Br[C:2]1[CH:3]=[CH:4][C:5]([F:26])=[C:6]([C@:8]23[CH2:16][O:15][CH2:14][C@H:13]2[CH2:12][S:11][C:10]([NH:17][C:18](=[O:25])[C:19]2[CH:24]=[CH:23][CH:22]=[CH:21][CH:20]=2)=[N:9]3)[CH:7]=1.FC(F)(F)C([NH2:31])=O.[I-].[Na+].C(=O)([O-])[O-].[K+].[K+].[C@@H]1(N)CCCC[C@H]1N, predict the reaction product. (4) Given the reactants [CH3:1][O:2][C:3](=[O:23])[CH2:4][C:5]1[CH:10]=[CH:9][C:8]([S:11][CH2:12][CH2:13][NH:14]C(OC(C)(C)C)=O)=[C:7]([Cl:22])[CH:6]=1.CC1CCCCC1.C(=O)([O-])[O-].[Na+].[Na+], predict the reaction product. The product is: [ClH:22].[CH3:1][O:2][C:3](=[O:23])[CH2:4][C:5]1[CH:10]=[CH:9][C:8]([S:11][CH2:12][CH2:13][NH2:14])=[C:7]([Cl:22])[CH:6]=1. (5) Given the reactants [OH:1][CH2:2][CH2:3][CH2:4][C:5]1[CH:10]=[CH:9][C:8]([O:11][CH3:12])=[CH:7][C:6]=1[NH:13][C:14]1[C:15]([NH:24][S:25]([CH:28]2[CH2:33][CH2:32][N:31](C(OCC3C=CC=CC=3)=O)[CH2:30][CH2:29]2)(=[O:27])=[O:26])=[N:16][C:17]2[C:22]([N:23]=1)=[CH:21][CH:20]=[CH:19][CH:18]=2.[F:44][C:45]([F:50])([F:49])[C:46]([OH:48])=[O:47], predict the reaction product. The product is: [OH:48][C:46]([C:45]([F:50])([F:49])[F:44])=[O:47].[F:44][C:45]([F:50])([F:49])[C:46]([O:1][CH2:2][CH2:3][CH2:4][C:5]1[CH:10]=[CH:9][C:8]([O:11][CH3:12])=[CH:7][C:6]=1[NH:13][C:14]1[C:15]([NH:24][S:25]([CH:28]2[CH2:33][CH2:32][NH:31][CH2:30][CH2:29]2)(=[O:26])=[O:27])=[N:16][C:17]2[C:22](=[CH:21][CH:20]=[CH:19][CH:18]=2)[N:23]=1)=[O:47]. (6) The product is: [CH3:13][O:14][C:15]([C:17]1[S:18][C:19]([C:22](=[O:24])[NH:38][C:33]2[CH:34]=[CH:35][CH:36]=[CH:37][C:32]=2[NH:31][C:30]([O:29][C:25]([CH3:28])([CH3:27])[CH3:26])=[O:39])=[CH:20][CH:21]=1)=[O:16]. Given the reactants C(N1C=CN=C1)(N1C=CN=C1)=O.[CH3:13][O:14][C:15]([C:17]1[S:18][C:19]([C:22]([OH:24])=O)=[CH:20][CH:21]=1)=[O:16].[C:25]([O:29][C:30](=[O:39])[NH:31][C:32]1[CH:37]=[CH:36][CH:35]=[CH:34][C:33]=1[NH2:38])([CH3:28])([CH3:27])[CH3:26], predict the reaction product. (7) Given the reactants [N:1]1([CH2:5][CH2:6][N:7]2[CH:11]=[C:10]([C:12]3[CH:17]=[CH:16][C:15]([F:18])=[C:14]([C:19]([F:22])([F:21])[F:20])[CH:13]=3)[N:9]=[C:8]2[CH:23]2[CH2:28][CH2:27][N:26]([C:29]3[N:34]=[CH:33][N:32]=[C:31]([NH2:35])[C:30]=3[C:36]3[CH:37]=[N:38]N[CH:40]=3)[CH2:25][CH2:24]2)[CH2:4][CH2:3][CH2:2]1.N1C=CC(B(O)O)=[CH:42]1, predict the reaction product. The product is: [N:1]1([CH2:5][CH2:6][N:7]2[CH:11]=[C:10]([C:12]3[CH:17]=[CH:16][C:15]([F:18])=[C:14]([C:19]([F:20])([F:22])[F:21])[CH:13]=3)[N:9]=[C:8]2[CH:23]2[CH2:24][CH2:25][N:26]([C:29]3[N:34]=[CH:33][N:32]=[C:31]([NH2:35])[C:30]=3[C:36]3[CH:40]=[CH:42][NH:38][CH:37]=3)[CH2:27][CH2:28]2)[CH2:4][CH2:3][CH2:2]1.